Dataset: Catalyst prediction with 721,799 reactions and 888 catalyst types from USPTO. Task: Predict which catalyst facilitates the given reaction. (1) Reactant: [CH3:1][O:2][C:3]1[CH:11]=[CH:10][CH:9]=[CH:8][C:4]=1[CH2:5][CH2:6][NH2:7].[C:12](Cl)(Cl)=[S:13].O. The catalyst class is: 27. Product: [CH3:1][O:2][C:3]1[CH:11]=[CH:10][CH:9]=[CH:8][C:4]=1[CH2:5][CH2:6][N:7]=[C:12]=[S:13]. (2) Reactant: Cl.[C:2](Cl)(=[O:9])[C:3]1[CH:8]=[CH:7][N:6]=[CH:5][CH:4]=1.C(N(CC)CC)C.ClCCl.[NH2:21][C:22]1[CH:27]=[C:26]([C:28]([F:31])([F:30])[F:29])[CH:25]=[CH:24][C:23]=1[N:32]1[CH2:38][CH2:37][CH2:36][CH2:35][CH2:34][CH2:33]1. Product: [N:32]1([C:23]2[CH:24]=[CH:25][C:26]([C:28]([F:30])([F:31])[F:29])=[CH:27][C:22]=2[NH:21][C:2](=[O:9])[C:3]2[CH:8]=[CH:7][N:6]=[CH:5][CH:4]=2)[CH2:33][CH2:34][CH2:35][CH2:36][CH2:37][CH2:38]1. The catalyst class is: 6. (3) Reactant: CC1(C)O[C:6](=[O:8])[CH:5]([C:9]([CH:11]2[CH2:16][CH2:15][N:14]([C:17]([O:19][C:20]([CH3:23])([CH3:22])[CH3:21])=[O:18])[CH2:13][CH2:12]2)=O)C(=O)O1.[F:26][C:27]([F:41])([F:40])[CH2:28][O:29][C:30]1[C:31]2[C:35]([CH:36]=[CH:37][CH:38]=1)=[N:34][NH:33][C:32]=2[NH2:39].P([O-])([O-])([O-])=O.[K+].[K+].[K+]. Product: [O:8]=[C:6]1[CH:5]=[C:9]([CH:11]2[CH2:12][CH2:13][N:14]([C:17]([O:19][C:20]([CH3:21])([CH3:22])[CH3:23])=[O:18])[CH2:15][CH2:16]2)[N:33]2[N:34]=[C:35]3[C:31]([C:30]([O:29][CH2:28][C:27]([F:40])([F:26])[F:41])=[CH:38][CH:37]=[CH:36]3)=[C:32]2[NH:39]1. The catalyst class is: 10.